Task: Token-level Classification. Given an antigen amino acid sequence, predict which amino acid positions are active epitope sites capable of antibody binding. Output is a list of indices for active positions.. Dataset: B-cell epitopes from PDB crystal structures with 447 antigens (1) Given the antigen sequence: RRQLIRQLLERDKTPLAILFMAAVVGTLVGLAAVAFDKGVAWLQNQRMGALVHTADNYPLLLTVAFLCSAVLAMFGYFLVRKYAPEAGGSGIPEIEGALEDQRPVRWWRVLPVKFFGGLGTLGGGMVLGRAGPTVQIGGNIGRMVLDIFRLKGDEARHTLLATGAAAGLAAAFNAPLAGILFIIEEMRPQFRYTLISIKAVFIGVIMSTIMYRIFNHEVALIDVGKLSDAPLNTLWLYLILGIIFGIFGPIFNKWVLGMQDLLHRVHGGNITKWVLMGGAIGGLCGLLGFVAPATSGGGFNLIPIATAGNFSMGMLVFIFVARVITTLLCFSSGAPGGIFAPMLALGTVLGTAFGMVAVELFPQYHLEAGTFAIAGMGALLAASIRAPLTGIILVLEMTDNYQLILPMIITGLGATLLAQFTGGKPLYSAILARTLAKQEA, which amino acid positions are active epitope sites? The epitope positions are: [225, 228, 230, 231, 232, 362, 363, 364, 365]. The amino acids at these positions are: KDPLNPQYH. (2) Given the antigen sequence: HLTEYTLQANWFDITGILWLLGQVDGKIINSDVQAFVLLRVALPAKVEFSAKLADFSGGSLQLL, which amino acid positions are active epitope sites? The epitope positions are: [9, 10, 11, 13, 14, 15, 17, 18, 27, 30, 32, 33, 34, 36, 55, 56, 57]. The amino acids at these positions are: NWFITGLWISVQAVFSG. (3) Given the antigen sequence: PFVNKQFNYKDPVNGVDIAYIKIPNVGQMQPVKAFKIHNKIWVIPERDTFTNPEEGDLNPPPEAKQVPVSYYDSTYLSTDNEKDNYLKGVTKLFERIYSTDLGRMLLTSIVRGIPFWGGSTIDTELKVIDTNCINVIQPDGSYRSEELNLVIIGPSADIIQFECKSFGHEVLNLTRNGYGSTQYIRFSPDFTFGFEESLEVDTNPLLGAGKFATDPAVTLAHELIHAGHRLYGIAINPNRVFKVNTNAYYEMSGLEVSFEELRTFGGHDAKFIDSLQENEFRLYYYNKFKDIASTLNKAKSIVGTTASLQYMKNVFKEKYLLSEDTSGKFSVDKLKFDKLYKMLTEIYTEDNFVKFFKVLNRKTYLNFDKAVFKINIVPKVNYTIYDGFNLRNTNLAANFNGQNTEINNMNFTKLKNFTGLFEFYKLLCVRLCIKVNNWDLFFSPSEDNFTNDLNKGEEITSDTNIEANISLDLIQQYYLTFNFDNEPENISIENLSSDI..., which amino acid positions are active epitope sites? The epitope positions are: [873, 888, 889, 890, 891, 892, 924, 925, 926, 927, 1027, 1028, 1029, 1030, 1031, 1032, 1033, 1034, 1035, 1036... (23 total positions)]. The amino acids at these positions are: SFNLESFNSIKLDGCRDTHRDGR. (4) Given the antigen sequence: EVVLVNVTENFNMWKNDMVEQMHEDIISLWDQSLKPCVKLTPLCVGAGSCNTSVITQACPKVSFEPIPIHYCAPAGFAILKCNNKTFNGTGPCTNVSTVQCTHGIRPVVSSQLLLNGSLAEEEVVIRSVNFTDNAKTIIVQLNTSVEINCTGAGHCNIARAKWNNTLKQIASKLREQFGNNKTIIFKQSSGGDPEIVTHWFNCGGEFFYCNSTQLFNSTWFNSTGSDTITLPCRIKQIINMWQKVGKAMYAPPISGQIRCSSNITGLLLTRDGGNSNNESEIFRPGGGDMRDNWRSELYKYKVVKI, which amino acid positions are active epitope sites? The epitope positions are: [36, 37, 39, 53, 55, 56, 233, 235, 236, 237, 248, 251]. The amino acids at these positions are: CVLVTQRKQIMP. (5) Given the antigen sequence: GLFGAIAGFIEGGWQGMVDGWYGYHHSNEQGSGYAADKESTQKAIDGVTNKVNSIIDKMNTQFEAVGREFNNLERRIENLNKKMEDGFLDVWTYNAELLVLMENERTLDFHDSNVKNLYDKVRLQLRDNAKELGNGCFEFYHKCDNECMESVRNGTYDYPQYSEEARLKREEI, which amino acid positions are active epitope sites? The epitope positions are: [18, 19, 20, 21, 36, 37, 38, 40, 41, 42, 44, 45, 46, 47, 48, 49, 52, 53]. The amino acids at these positions are: DGWYDKETQKIDGVTNNS. (6) Given the antigen sequence: SALHWRAAGAATVLLVIVLLAGSYLAVLAERGAPGAQLITYPRALWWSVETATTVGGDLYPVTLWGRLVAVVVMVAGITSFGLVTAALATWFVGREQERRGH, which amino acid positions are active epitope sites? The epitope positions are: [23, 27, 28, 30, 31, 32, 33, 34, 35, 36, 38, 39, 40, 41, 42]. The amino acids at these positions are: YLARGAPGAQITYPR. (7) The epitope positions are: [26, 98, 100, 102, 186, 187, 189, 190, 191, 192, 193, 211, 213, 214, 215, 216, 217, 218, 220]. The amino acids at these positions are: RKQRYNAEKGSEKTVNGIH. Given the antigen sequence: GLADALTAPLDHKDKGLQSLTLDQSVRKNEKLKLAAQGAEKTYGNGDSLNTGKLKNDKVSRFDFIRQILITLESGEFQVYKQSHSALTAFQTEQIMVAKRQFRIGDIAGEHTSFDKLPEGGRATYRGTAFGSDDAGGKLTYTIDFAAKQGNGKIEHLKSPELNVDLAAADIKPDGKRHAVISGSVLYNQAEKGSYSLGIFGGKAQEVAGSAEVKTVNGIRHIGLAAKQL, which amino acid positions are active epitope sites? (8) Given the antigen sequence: MRCVGVGNRDFVEGVSGGAWVDLVLEHGGCVTTMAQGKPTLDFELTKTTAGGLEYTVVVTVHNTSNHGVTAMITPRSPSVEVKLPDYGELTLDCEPRSGTGHLKCKVRMEKLRIKG, which amino acid positions are active epitope sites? The epitope positions are: [63, 68, 69, 70, 71, 76, 78, 79, 80, 81, 82, 84, 85, 87, 88, 110, 112]. The amino acids at these positions are: TVTAMSSVEVKPDGEKR.